Dataset: Peptide-MHC class II binding affinity with 134,281 pairs from IEDB. Task: Regression. Given a peptide amino acid sequence and an MHC pseudo amino acid sequence, predict their binding affinity value. This is MHC class II binding data. (1) The peptide sequence is TVLKQLVKSGVLAMS. The MHC is DRB1_0701 with pseudo-sequence DRB1_0701. The binding affinity (normalized) is 0.760. (2) The peptide sequence is DIIFDIYFAILMMSC. The MHC is DRB1_0901 with pseudo-sequence DRB1_0901. The binding affinity (normalized) is 0.